This data is from Full USPTO retrosynthesis dataset with 1.9M reactions from patents (1976-2016). The task is: Predict the reactants needed to synthesize the given product. Given the product [CH3:1][C:2]1[O:6][N:5]=[C:4]([C:7]2[CH:12]=[CH:11][CH:10]=[CH:9][CH:8]=2)[C:3]=1[C:13]1[O:14][C:24]([C:23]2[CH:27]=[CH:28][C:20]([N+:17]([O-:19])=[O:18])=[CH:21][CH:22]=2)=[N:16][N:15]=1, predict the reactants needed to synthesize it. The reactants are: [CH3:1][C:2]1[O:6][N:5]=[C:4]([C:7]2[CH:12]=[CH:11][CH:10]=[CH:9][CH:8]=2)[C:3]=1[C:13]([NH:15][NH2:16])=[O:14].[N+:17]([C:20]1[CH:28]=[CH:27][C:23]([C:24](O)=O)=[CH:22][CH:21]=1)([O-:19])=[O:18].